The task is: Regression. Given two drug SMILES strings and cell line genomic features, predict the synergy score measuring deviation from expected non-interaction effect.. This data is from NCI-60 drug combinations with 297,098 pairs across 59 cell lines. (1) Drug 1: CNC(=O)C1=CC=CC=C1SC2=CC3=C(C=C2)C(=NN3)C=CC4=CC=CC=N4. Drug 2: CN(C)C1=NC(=NC(=N1)N(C)C)N(C)C. Cell line: M14. Synergy scores: CSS=-13.5, Synergy_ZIP=3.91, Synergy_Bliss=-4.19, Synergy_Loewe=-8.25, Synergy_HSA=-9.46. (2) Drug 1: CN1C(=O)N2C=NC(=C2N=N1)C(=O)N. Drug 2: C1=CC=C(C(=C1)C(C2=CC=C(C=C2)Cl)C(Cl)Cl)Cl. Cell line: SF-295. Synergy scores: CSS=-5.84, Synergy_ZIP=2.20, Synergy_Bliss=-3.19, Synergy_Loewe=-3.63, Synergy_HSA=-6.78. (3) Drug 1: CN1C2=C(C=C(C=C2)N(CCCl)CCCl)N=C1CCCC(=O)O.Cl. Drug 2: CC12CCC3C(C1CCC2O)C(CC4=C3C=CC(=C4)O)CCCCCCCCCS(=O)CCCC(C(F)(F)F)(F)F. Cell line: BT-549. Synergy scores: CSS=0.395, Synergy_ZIP=-0.460, Synergy_Bliss=-2.28, Synergy_Loewe=0.343, Synergy_HSA=-2.92. (4) Drug 2: CCC1=C2CN3C(=CC4=C(C3=O)COC(=O)C4(CC)O)C2=NC5=C1C=C(C=C5)O. Cell line: SF-539. Synergy scores: CSS=33.4, Synergy_ZIP=-7.01, Synergy_Bliss=-5.72, Synergy_Loewe=-7.51, Synergy_HSA=-2.24. Drug 1: C1=CC(=CC=C1CCCC(=O)O)N(CCCl)CCCl. (5) Drug 1: CC(C1=C(C=CC(=C1Cl)F)Cl)OC2=C(N=CC(=C2)C3=CN(N=C3)C4CCNCC4)N. Drug 2: CC(CN1CC(=O)NC(=O)C1)N2CC(=O)NC(=O)C2. Cell line: MDA-MB-435. Synergy scores: CSS=23.7, Synergy_ZIP=-6.06, Synergy_Bliss=1.02, Synergy_Loewe=-13.5, Synergy_HSA=-1.10. (6) Drug 1: C1=CC=C(C(=C1)C(C2=CC=C(C=C2)Cl)C(Cl)Cl)Cl. Drug 2: C1=NC2=C(N1)C(=S)N=CN2. Cell line: RXF 393. Synergy scores: CSS=33.1, Synergy_ZIP=-5.26, Synergy_Bliss=-2.80, Synergy_Loewe=-17.2, Synergy_HSA=-1.14. (7) Drug 1: CN(C)N=NC1=C(NC=N1)C(=O)N. Drug 2: CC=C1C(=O)NC(C(=O)OC2CC(=O)NC(C(=O)NC(CSSCCC=C2)C(=O)N1)C(C)C)C(C)C. Cell line: OVCAR3. Synergy scores: CSS=37.0, Synergy_ZIP=-0.982, Synergy_Bliss=-1.58, Synergy_Loewe=-19.5, Synergy_HSA=-0.967.